From a dataset of Forward reaction prediction with 1.9M reactions from USPTO patents (1976-2016). Predict the product of the given reaction. (1) Given the reactants [CH2:1]=[CH:2][C@H:3]([OH:9])[CH2:4][CH2:5][CH2:6][CH2:7][CH3:8].N1C=CN=C1.[CH3:15][C:16]([Si:19](Cl)([CH3:21])[CH3:20])([CH3:18])[CH3:17].O, predict the reaction product. The product is: [C:16]([Si:19]([CH3:21])([CH3:20])[O:9][C@H:3]([CH2:4][CH2:5][CH2:6][CH2:7][CH3:8])[CH:2]=[CH2:1])([CH3:18])([CH3:17])[CH3:15]. (2) Given the reactants [CH3:1][O:2][C:3](=[O:29])[C:4]1[CH:9]=[CH:8][CH:7]=[C:6]([S:10][C:11]2[C:19]3[C:14](=[CH:15][C:16](Br)=[CH:17][CH:18]=3)[N:13]([CH2:21][C:22]3[CH:27]=[CH:26][CH:25]=[CH:24][CH:23]=3)[C:12]=2[CH3:28])[CH:5]=1.[N:30]1[CH:35]=[CH:34][CH:33]=[C:32](B(O)O)[CH:31]=1, predict the reaction product. The product is: [CH3:1][O:2][C:3](=[O:29])[C:4]1[CH:9]=[CH:8][CH:7]=[C:6]([S:10][C:11]2[C:19]3[C:14](=[CH:15][C:16]([C:32]4[CH:31]=[N:30][CH:35]=[CH:34][CH:33]=4)=[CH:17][CH:18]=3)[N:13]([CH2:21][C:22]3[CH:27]=[CH:26][CH:25]=[CH:24][CH:23]=3)[C:12]=2[CH3:28])[CH:5]=1. (3) Given the reactants [NH2:1][C@H:2]1[C:11]2[C:6](=[CH:7][CH:8]=[C:9]([N:12]3[CH2:17][CH2:16][O:15][CH2:14][CH2:13]3)[CH:10]=2)[N:5]([C:18](=[O:20])[CH3:19])[C@@H:4]([CH2:21][CH3:22])[C@@H:3]1[CH3:23].Br[C:25]1[CH:32]=[CH:31][C:28]([C:29]#[N:30])=[CH:27][CH:26]=1.CN(C1C(C2C(P(C3CCCCC3)C3CCCCC3)=CC=CC=2)=CC=CC=1)C.CC(C)([O-])C.[Na+], predict the reaction product. The product is: [C:18]([N:5]1[C:6]2[C:11](=[CH:10][C:9]([N:12]3[CH2:13][CH2:14][O:15][CH2:16][CH2:17]3)=[CH:8][CH:7]=2)[C@H:2]([NH:1][C:25]2[CH:32]=[CH:31][C:28]([C:29]#[N:30])=[CH:27][CH:26]=2)[C@@H:3]([CH3:23])[C@@H:4]1[CH2:21][CH3:22])(=[O:20])[CH3:19]. (4) Given the reactants [Si:1]([O:8][CH:9]1[CH:14]([F:15])[CH:13]([C:16]2[CH:21]=[CH:20][N:19]=[CH:18][C:17]=2[N+:22]([O-])=O)[O:12][CH:11]([CH3:25])[C:10]1([CH3:27])[OH:26])([C:4]([CH3:7])([CH3:6])[CH3:5])([CH3:3])[CH3:2], predict the reaction product. The product is: [NH2:22][C:17]1[CH:18]=[N:19][CH:20]=[CH:21][C:16]=1[CH:13]1[O:12][CH:11]([CH3:25])[C:10]([CH3:27])([OH:26])[CH:9]([O:8][Si:1]([C:4]([CH3:7])([CH3:6])[CH3:5])([CH3:3])[CH3:2])[CH:14]1[F:15]. (5) Given the reactants [C:1]([N:4]1[C@@H:10]([CH3:11])[C@H:9]([NH:12][C:13](=[O:25])[C@@H:14]([N:16]([CH3:24])[C:17](=[O:23])[O:18][C:19]([CH3:22])([CH3:21])[CH3:20])[CH3:15])[C:8](=[O:26])[NH:7][C:6]2[CH:27]=[CH:28][C:29]([C:31]#[N:32])=[CH:30][C:5]1=2)(=[O:3])[CH3:2].Cl[CH2:34][C:35]1[C:44]2[C:39](=[CH:40][CH:41]=[CH:42][CH:43]=2)[CH:38]=[CH:37][C:36]=1[O:45][CH3:46].C(=O)([O-])[O-].[Cs+].[Cs+].[I-].[Na+], predict the reaction product. The product is: [C:1]([N:4]1[C@@H:10]([CH3:11])[C@H:9]([NH:12][C:13](=[O:25])[C@@H:14]([N:16]([CH3:24])[C:17](=[O:23])[O:18][C:19]([CH3:21])([CH3:20])[CH3:22])[CH3:15])[C:8](=[O:26])[N:7]([CH2:34][C:35]2[C:44]3[C:39](=[CH:40][CH:41]=[CH:42][CH:43]=3)[CH:38]=[CH:37][C:36]=2[O:45][CH3:46])[C:6]2[CH:27]=[CH:28][C:29]([C:31]#[N:32])=[CH:30][C:5]1=2)(=[O:3])[CH3:2].